From a dataset of Catalyst prediction with 721,799 reactions and 888 catalyst types from USPTO. Predict which catalyst facilitates the given reaction. (1) Reactant: C[Si]([N-][Si](C)(C)C)(C)C.[Na+].CCCCCC.[CH2:17]([C@H:24]1[CH2:28][O:27][C:26](=[O:29])[N:25]1[C:30](=[O:34])[CH2:31][CH2:32][CH3:33])[C:18]1[CH:23]=[CH:22][CH:21]=[CH:20][CH:19]=1.Br[CH2:36]/[CH:37]=[CH:38]/[CH2:39][O:40][CH2:41][C:42]1[CH:47]=[CH:46][CH:45]=[CH:44][CH:43]=1.[Cl-].[NH4+]. Product: [CH2:17]([C@H:24]1[CH2:28][O:27][C:26](=[O:29])[N:25]1[C:30](=[O:34])[C@H:31]([CH2:32][CH3:33])[CH2:36]/[CH:37]=[CH:38]/[CH2:39][O:40][CH2:41][C:42]1[CH:47]=[CH:46][CH:45]=[CH:44][CH:43]=1)[C:18]1[CH:19]=[CH:20][CH:21]=[CH:22][CH:23]=1. The catalyst class is: 7. (2) Reactant: [NH2:1][C:2]1[C:3]([OH:16])=[C:4]([C:8]([N:10]2[CH2:15][CH2:14][O:13][CH2:12][CH2:11]2)=[O:9])[CH:5]=[CH:6][CH:7]=1.[CH3:17][O:18][C:19]1[C:20](=O)[C:21](=[O:25])[C:22]=1[O:23]C. Product: [OH:16][C:3]1[C:4]([C:8]([N:10]2[CH2:11][CH2:12][O:13][CH2:14][CH2:15]2)=[O:9])=[CH:5][CH:6]=[CH:7][C:2]=1[NH:1][C:20]1[C:21](=[O:25])[C:22](=[O:23])[C:19]=1[O:18][CH3:17]. The catalyst class is: 5. (3) Reactant: [H-].[Na+].[CH2:3]([OH:6])[C:4]#[CH:5].F[C:8]1[C:13]([F:14])=[CH:12][C:11]([F:15])=[CH:10][N:9]=1.O. Product: [F:14][C:13]1[C:8]([O:6][CH2:3][C:4]#[CH:5])=[N:9][CH:10]=[C:11]([F:15])[CH:12]=1. The catalyst class is: 1.